Dataset: Catalyst prediction with 721,799 reactions and 888 catalyst types from USPTO. Task: Predict which catalyst facilitates the given reaction. (1) Reactant: [F:1][C:2]1[C:7]([F:8])=[CH:6][CH:5]=[CH:4][C:3]=1[C:9]1=[CH:10][C:11]2[C:12]([CH:17]([O:20][Si](C(C)C)(C(C)C)C(C)C)[CH2:18][CH2:19]1)=[N:13][CH:14]=[CH:15][CH:16]=2.CCCC[N+](CCCC)(CCCC)CCCC.[F-]. Product: [F:1][C:2]1[C:7]([F:8])=[CH:6][CH:5]=[CH:4][C:3]=1[C:9]1=[CH:10][C:11]2[C:12]([CH:17]([OH:20])[CH2:18][CH2:19]1)=[N:13][CH:14]=[CH:15][CH:16]=2. The catalyst class is: 1. (2) Reactant: [CH3:1][CH:2]([C:4]1[S:8][CH:7]=[C:6]([CH2:9][N:10]([C:12]([NH:14][C@H:15]([C:24]([NH:26][C@@H:27]([CH2:48][C:49]2[CH:50]=[CH:51][CH:52]=[CH:53][CH:54]=2)[CH2:28][CH2:29][C@@H:30]([NH:38][C:39]([O:41][CH2:42][C:43]2[S:47][CH:46]=[N:45][CH:44]=2)=[O:40])[CH2:31][C:32]2[CH:33]=[CH:34][CH:35]=[CH:36][CH:37]=2)=[O:25])[CH2:16][CH2:17][N:18]2[CH2:23][CH2:22][O:21][CH2:20][CH2:19]2)=[O:13])[CH3:11])[N:5]=1)[CH3:3].[CH3:55][S:56]([OH:59])(=[O:58])=[O:57]. Product: [CH3:3][CH:2]([C:4]1[S:8][CH:7]=[C:6]([CH2:9][N:10]([C:12]([NH:14][C@H:15]([C:24]([NH:26][C@@H:27]([CH2:48][C:49]2[CH:54]=[CH:53][CH:52]=[CH:51][CH:50]=2)[CH2:28][CH2:29][C@@H:30]([NH:38][C:39]([O:41][CH2:42][C:43]2[S:47][CH:46]=[N:45][CH:44]=2)=[O:40])[CH2:31][C:32]2[CH:33]=[CH:34][CH:35]=[CH:36][CH:37]=2)=[O:25])[CH2:16][CH2:17][N:18]2[CH2:23][CH2:22][O:21][CH2:20][CH2:19]2)=[O:13])[CH3:11])[N:5]=1)[CH3:1].[CH3:55][S:56]([O-:59])(=[O:58])=[O:57]. The catalyst class is: 237. (3) Reactant: [F:1][C:2]1[CH:7]=[C:6]([NH2:8])[CH:5]=[CH:4][C:3]=1[N:9]1[CH:13]=[C:12]([C:14]2[CH:19]=[CH:18][CH:17]=[CH:16][N:15]=2)[CH:11]=[N:10]1.C([O-])([O-])=O.[K+].[K+].[CH:26]1[CH:31]=[CH:30][C:29]([CH2:32][O:33][C:34](Cl)=[O:35])=[CH:28][CH:27]=1.O. Product: [CH2:32]([O:33][C:34]([NH:8][C:6]1[CH:5]=[CH:4][C:3]([N:9]2[CH:13]=[C:12]([C:14]3[CH:19]=[CH:18][CH:17]=[CH:16][N:15]=3)[CH:11]=[N:10]2)=[C:2]([F:1])[CH:7]=1)=[O:35])[C:29]1[CH:30]=[CH:31][CH:26]=[CH:27][CH:28]=1. The catalyst class is: 4. (4) Reactant: Cl[C:2](Cl)([O:4]C(=O)OC(Cl)(Cl)Cl)Cl.[CH:13]([OH:22])([C:18]([F:21])([F:20])[F:19])[C:14]([F:17])([F:16])[F:15].N1C(C)=CC=CC=1C.[F:31][C:32]1[CH:33]=[C:34]([N:45]2[CH2:50][CH2:49][O:48][CH2:47][CH2:46]2)[CH:35]=[CH:36][C:37]=1[CH2:38][N:39]1[CH2:44][CH2:43][NH:42][CH2:41][CH2:40]1.ClC([O-])=O.C(=O)(O)[O-].[Na+]. Product: [F:31][C:32]1[CH:33]=[C:34]([N:45]2[CH2:46][CH2:47][O:48][CH2:49][CH2:50]2)[CH:35]=[CH:36][C:37]=1[CH2:38][N:39]1[CH2:40][CH2:41][N:42]([C:2]([O:22][CH:13]([C:18]([F:21])([F:20])[F:19])[C:14]([F:17])([F:16])[F:15])=[O:4])[CH2:43][CH2:44]1. The catalyst class is: 4.